Task: Predict which catalyst facilitates the given reaction.. Dataset: Catalyst prediction with 721,799 reactions and 888 catalyst types from USPTO (1) The catalyst class is: 1. Product: [CH3:1][O:2][C:3]1[CH:12]=[C:11]2[C:6]([CH:7]=[CH:8][CH:9]=[C:10]2[CH2:13][OH:14])=[CH:5][CH:4]=1. Reactant: [CH3:1][O:2][C:3]1[CH:12]=[C:11]2[C:6]([CH:7]=[CH:8][CH:9]=[C:10]2[C:13](O)=[O:14])=[CH:5][CH:4]=1.B.C1COCC1. (2) Reactant: Cl[C:2]1[C:7]([N+:8]([O-:10])=[O:9])=[CH:6][CH:5]=[CH:4][N:3]=1.[C:11]1([OH:17])[CH:16]=[CH:15][CH:14]=[CH:13][CH:12]=1.C(=O)([O-])[O-].[K+].[K+]. Product: [O:17]([C:2]1[C:7]([N+:8]([O-:10])=[O:9])=[CH:6][CH:5]=[CH:4][N:3]=1)[C:11]1[CH:16]=[CH:15][CH:14]=[CH:13][CH:12]=1. The catalyst class is: 3. (3) Reactant: FC(F)(F)C(O)=O.[Br:8][C:9]1[N:13]([CH:14]2[CH2:19][CH2:18][NH:17][CH2:16][CH2:15]2)[N:12]=[CH:11][CH:10]=1.O=[C:21]1[CH2:27][CH2:26][CH2:25][N:24]([C:28]([O:30][CH2:31][CH3:32])=[O:29])[CH2:23][CH2:22]1.C(O[BH-](OC(=O)C)OC(=O)C)(=O)C.[Na+].C(O)(=O)C. Product: [Br:8][C:9]1[N:13]([CH:14]2[CH2:19][CH2:18][N:17]([CH:21]3[CH2:27][CH2:26][CH2:25][N:24]([C:28]([O:30][CH2:31][CH3:32])=[O:29])[CH2:23][CH2:22]3)[CH2:16][CH2:15]2)[N:12]=[CH:11][CH:10]=1. The catalyst class is: 1. (4) The catalyst class is: 7. Product: [CH2:1]([N:3]1[CH2:8][C@H:7]([C:9]2[CH:10]=[CH:11][CH:12]=[CH:13][CH:14]=2)[O:6][C:5](=[O:15])[CH:4]1[CH2:40][C:41]([O:43][CH3:44])=[O:42])[CH3:2]. Reactant: [CH2:1]([N:3]1[CH2:8][C@H:7]([C:9]2[CH:14]=[CH:13][CH:12]=[CH:11][CH:10]=2)[O:6][C:5](=[O:15])[CH2:4]1)[CH3:2].C[Si]([N-][Si](C)(C)C)(C)C.[Li+].O1CCCC1.C(C1C=CC=CC=1)C.Br[CH2:40][C:41]([O:43][CH3:44])=[O:42]. (5) Reactant: [F:1][C:2]1[CH:7]=[CH:6][C:5]([N+:8]([O-])=O)=[C:4]([O:11][C@H:12]2[CH2:17][CH2:16][C@@H:15]([OH:18])[CH2:14][CH2:13]2)[CH:3]=1.[H][H]. Product: [F:1][C:2]1[CH:7]=[CH:6][C:5]([NH2:8])=[C:4]([O:11][C@H:12]2[CH2:13][CH2:14][C@@H:15]([OH:18])[CH2:16][CH2:17]2)[CH:3]=1. The catalyst class is: 19. (6) Reactant: CCCP1(OP(CCC)(=O)OP(CCC)(=O)O1)=O.[Cl:19][C:20]1[CH:28]=[C:27]([N+:29]([O-:31])=[O:30])[CH:26]=[CH:25][C:21]=1[C:22]([OH:24])=O.[C:32]([NH:36][C:37](=[O:51])[C:38]1[CH:43]=[CH:42][CH:41]=[C:40]([CH2:44][N:45]2[CH2:50][CH2:49][NH:48][CH2:47][CH2:46]2)[CH:39]=1)([CH3:35])([CH3:34])[CH3:33].C(N(CC)CC)C. Product: [C:32]([NH:36][C:37](=[O:51])[C:38]1[CH:43]=[CH:42][CH:41]=[C:40]([CH2:44][N:45]2[CH2:46][CH2:47][N:48]([C:22](=[O:24])[C:21]3[CH:25]=[CH:26][C:27]([N+:29]([O-:31])=[O:30])=[CH:28][C:20]=3[Cl:19])[CH2:49][CH2:50]2)[CH:39]=1)([CH3:35])([CH3:33])[CH3:34]. The catalyst class is: 4. (7) Reactant: [Si]([O:8][CH2:9][C:10]1[C:11]([F:33])=[C:12]([N:16]2[CH2:19][CH:18]([CH:20]3[CH2:25][CH2:24][N:23](C(OC(C)(C)C)=O)[CH2:22][CH2:21]3)[CH2:17]2)[CH:13]=[CH:14][CH:15]=1)(C(C)(C)C)(C)C.C(O)(C(F)(F)F)=O. Product: [F:33][C:11]1[C:12]([N:16]2[CH2:19][CH:18]([CH:20]3[CH2:21][CH2:22][NH:23][CH2:24][CH2:25]3)[CH2:17]2)=[CH:13][CH:14]=[CH:15][C:10]=1[CH2:9][OH:8]. The catalyst class is: 4. (8) Reactant: [Cl-].[NH4+:2].[C-:3]#[N:4].[Na+].[O-]S([O-])(=O)=O.[Mg+2].[CH2:12]([N:15]1[CH2:20][CH2:19][C:18](=O)[CH2:17][CH2:16]1)[CH2:13][CH3:14]. Product: [NH2:2][C:18]1([C:3]#[N:4])[CH2:19][CH2:20][N:15]([CH2:12][CH2:13][CH3:14])[CH2:16][CH2:17]1. The catalyst class is: 547. (9) Reactant: C([NH:8][CH:9]1[CH2:23][CH:12]2[CH2:13][N:14]([C:16]([O:18][C:19]([CH3:22])([CH3:21])[CH3:20])=[O:17])[CH2:15][CH:11]2[CH2:10]1)C1C=CC=CC=1.CC(O)=O. Product: [NH2:8][CH:9]1[CH2:23][CH:12]2[CH2:13][N:14]([C:16]([O:18][C:19]([CH3:21])([CH3:20])[CH3:22])=[O:17])[CH2:15][CH:11]2[CH2:10]1. The catalyst class is: 105. (10) Reactant: [NH2:1][C:2]1[N:7]=[C:6]([C@:8]2([CH3:17])[C:13]([F:15])([F:14])[CH2:12][O:11][C:10]([NH2:16])=[N:9]2)[C:5]([F:18])=[CH:4][CH:3]=1.CCN(C(C)C)C(C)C.[CH3:28][C:29]([O:32][C:33](O[C:33]([O:32][C:29]([CH3:31])([CH3:30])[CH3:28])=[O:34])=[O:34])([CH3:31])[CH3:30]. Product: [C:29]([O:32][C:33](=[O:34])[NH:16][C:10]1[O:11][CH2:12][C:13]([F:14])([F:15])[C@:8]([C:6]2[C:5]([F:18])=[CH:4][CH:3]=[C:2]([NH2:1])[N:7]=2)([CH3:17])[N:9]=1)([CH3:31])([CH3:30])[CH3:28]. The catalyst class is: 2.